Dataset: Full USPTO retrosynthesis dataset with 1.9M reactions from patents (1976-2016). Task: Predict the reactants needed to synthesize the given product. (1) Given the product [CH3:11][O:10][C:8]([C:5]1[N:6]=[CH:7][C:2]([N:15]2[CH2:14][CH2:13][N:12]([C:18]([O:20][C:21]([CH3:24])([CH3:23])[CH3:22])=[O:19])[CH2:17][CH2:16]2)=[CH:3][CH:4]=1)=[O:9], predict the reactants needed to synthesize it. The reactants are: Br[C:2]1[CH:3]=[CH:4][C:5]([C:8]([O:10][CH3:11])=[O:9])=[N:6][CH:7]=1.[N:12]1([C:18]([O:20][C:21]([CH3:24])([CH3:23])[CH3:22])=[O:19])[CH2:17][CH2:16][NH:15][CH2:14][CH2:13]1.C1C=CC(P(C2C(C3C(P(C4C=CC=CC=4)C4C=CC=CC=4)=CC=C4C=3C=CC=C4)=C3C(C=CC=C3)=CC=2)C2C=CC=CC=2)=CC=1.C([O-])([O-])=O.[Cs+].[Cs+]. (2) The reactants are: [Cl:1][C:2]1[CH:3]=[C:4]([CH:8]=[CH:9][CH:10]=1)[C:5]([NH2:7])=[O:6].[CH3:11][C:12]([CH:15]=O)([CH3:14])[CH3:13].[NH:17]1[C:21]2[CH:22]=[CH:23][CH:24]=[CH:25][C:20]=2[N:19]=[N:18]1.C1(C)C=CC(S(O)(=O)=O)=CC=1. Given the product [N:17]1([CH:15]([NH:7][C:5](=[O:6])[C:4]2[CH:8]=[CH:9][CH:10]=[C:2]([Cl:1])[CH:3]=2)[C:12]([CH3:13])([CH3:14])[CH3:11])[C:21]2[CH:22]=[CH:23][CH:24]=[CH:25][C:20]=2[N:19]=[N:18]1, predict the reactants needed to synthesize it. (3) Given the product [F:19][C:20]([F:35])([F:36])[O:21][C:22]1[CH:34]=[CH:33][C:25]([O:26][CH:27]([CH2:31][CH3:32])[C:28]([N:4]2[CH2:5][C:6](=[O:7])[NH:1][C:2]3[CH:11]=[CH:10][CH:9]=[N:8][C:3]2=3)=[O:29])=[CH:24][CH:23]=1, predict the reactants needed to synthesize it. The reactants are: [NH:1]1[C:6](=[O:7])[CH2:5][NH:4][C:3]2[N:8]=[CH:9][CH:10]=[CH:11][C:2]1=2.C(N(CC)CC)C.[F:19][C:20]([F:36])([F:35])[O:21][C:22]1[CH:34]=[CH:33][C:25]([O:26][CH:27]([CH2:31][CH3:32])[C:28](Cl)=[O:29])=[CH:24][CH:23]=1.O. (4) Given the product [CH3:16][O:9][C:8](=[O:10])[C:4]1[CH:3]=[C:2]([NH2:1])[CH:7]=[CH:6][N:5]=1, predict the reactants needed to synthesize it. The reactants are: [NH2:1][C:2]1[CH:7]=[CH:6][N:5]=[C:4]([C:8]([OH:10])=[O:9])[CH:3]=1.S(=O)(=O)(O)O.[CH3:16]O. (5) Given the product [Br:1][C:2]1[N:7]=[C:6]([NH:8][C:16](=[O:17])[CH3:18])[CH:5]=[CH:4][CH:3]=1, predict the reactants needed to synthesize it. The reactants are: [Br:1][C:2]1[N:7]=[C:6]([NH2:8])[CH:5]=[CH:4][CH:3]=1.CCN(CC)CC.[C:16](Cl)([CH3:18])=[O:17]. (6) Given the product [C:30]([O:29][C:27]([N:24]1[CH2:25][CH2:26][C:21]([C:19]#[N:20])([CH2:39][C:38]2[CH:41]=[CH:42][C:35]([F:34])=[CH:36][CH:37]=2)[CH2:22][CH2:23]1)=[O:28])([CH3:33])([CH3:32])[CH3:31], predict the reactants needed to synthesize it. The reactants are: C([Li])CCC.CCCCCC.C(NC(C)C)(C)C.[C:19]([CH:21]1[CH2:26][CH2:25][N:24]([C:27]([O:29][C:30]([CH3:33])([CH3:32])[CH3:31])=[O:28])[CH2:23][CH2:22]1)#[N:20].[F:34][C:35]1[CH:42]=[CH:41][C:38]([CH2:39]Br)=[CH:37][CH:36]=1.